The task is: Predict the reactants needed to synthesize the given product.. This data is from Full USPTO retrosynthesis dataset with 1.9M reactions from patents (1976-2016). (1) The reactants are: [N:1]1[CH:2]=[C:3]([C:10]([NH:12][C:13]2[CH:14]=[C:15]([CH:19]=[CH:20][C:21]=2[CH3:22])[C:16]([O-:18])=[O:17])=[O:11])[N:4]2[CH:9]=[CH:8][CH:7]=[CH:6][C:5]=12.[Li+].[OH-].O. Given the product [N:1]1[CH:2]=[C:3]([C:10]([NH:12][C:13]2[CH:14]=[C:15]([CH:19]=[CH:20][C:21]=2[CH3:22])[C:16]([OH:18])=[O:17])=[O:11])[N:4]2[CH:9]=[CH:8][CH:7]=[CH:6][C:5]=12, predict the reactants needed to synthesize it. (2) Given the product [Br:16][C:7]1[CH:6]=[C:5]([CH:10]2[CH2:14][CH2:13][O:12][C:11]2=[O:15])[CH:4]=[C:3]([CH:1]=[O:2])[C:8]=1[OH:9], predict the reactants needed to synthesize it. The reactants are: [CH:1]([C:3]1[CH:4]=[C:5]([CH:10]2[CH2:14][CH2:13][O:12][C:11]2=[O:15])[CH:6]=[CH:7][C:8]=1[OH:9])=[O:2].[Br:16]N1C(=O)CCC1=O. (3) Given the product [CH2:1]([O:3][C:4]([C:6]1[CH:7]=[C:8]2[C:13](=[CH:14][CH:15]=1)[NH:12][CH:11]([C:16]1[CH:21]=[CH:20][CH:19]=[C:18]([NH:22][C:39]([N:36]3[CH2:37][CH2:38][N:33]([CH3:32])[CH2:34][CH2:35]3)=[O:40])[CH:17]=1)[C:10]([CH3:23])([CH3:24])[CH2:9]2)=[O:5])[CH3:2], predict the reactants needed to synthesize it. The reactants are: [CH2:1]([O:3][C:4]([C:6]1[CH:7]=[C:8]2[C:13](=[CH:14][CH:15]=1)[NH:12][CH:11]([C:16]1[CH:21]=[CH:20][CH:19]=[C:18]([NH2:22])[CH:17]=1)[C:10]([CH3:24])([CH3:23])[CH2:9]2)=[O:5])[CH3:2].N1C=CC=CC=1.Cl.[CH3:32][N:33]1[CH2:38][CH2:37][N:36]([C:39](Cl)=[O:40])[CH2:35][CH2:34]1. (4) Given the product [CH3:4][O:5][C:6]1[C:15]2[O:16][C:17]([CH3:20])([CH3:19])[CH2:18][C:14]=2[C:13]2[C:12]([C:21]3[CH:26]=[CH:25][CH:24]=[CH:23][CH:22]=3)=[N:11][C:10]([CH3:28])([CH3:27])[CH2:9][C:8]=2[C:7]=1[CH2:29][NH2:30], predict the reactants needed to synthesize it. The reactants are: O.NN.[CH3:4][O:5][C:6]1[C:7]([CH2:29][N:30]2C(=O)C3C(=CC=CC=3)C2=O)=[C:8]2[C:13](=[C:14]3[CH2:18][C:17]([CH3:20])([CH3:19])[O:16][C:15]=13)[C:12]([C:21]1[CH:26]=[CH:25][CH:24]=[CH:23][CH:22]=1)=[N:11][C:10]([CH3:28])([CH3:27])[CH2:9]2.C(OC(C)C)(C)C. (5) Given the product [CH:18]([NH:19][C:33](=[O:38])[C:29]1[CH:30]=[CH:31][CH:32]=[C:27]([NH:26][C:22]2[CH:21]=[C:20]([C:18]3[CH:17]=[CH:16][CH:15]=[C:14]([N:11]4[CH2:10][CH2:9][NH:8][CH2:13][CH2:12]4)[N:19]=3)[CH:25]=[CH:24][N:23]=2)[C:28]=1[CH3:37])([CH3:20])[CH3:17], predict the reactants needed to synthesize it. The reactants are: C(OC([N:8]1[CH2:13][CH2:12][N:11]([C:14]2[N:19]=[C:18]([C:20]3[CH:25]=[CH:24][N:23]=[C:22]([NH:26][C:27]4[CH:32]=[CH:31][CH:30]=[C:29]([C:33](OC)=O)[C:28]=4[CH3:37])[CH:21]=3)[CH:17]=[CH:16][CH:15]=2)[CH2:10][CH2:9]1)=O)(C)(C)C.[OH-:38].[K+].O.